Task: Predict the reaction yield, written as a fraction of the theoretical maximum amount of product (1.0 means a 100% yield; for example, 0.34 means a 34% yield).. Dataset: Reaction yield outcomes from USPTO patents with 853,638 reactions The reactants are C([O:4][C@@H:5]1[CH2:9][C@@H:8]([CH2:10]OS(C2C=CC(C)=CC=2)(=O)=O)[O:7][C@H:6]1[N:22]1[CH:30]=[N:29][C:28]2[C:23]1=[N:24][CH:25]=[N:26][C:27]=2[NH2:31])(=O)C. The catalyst is C(N)(C)C.C(Cl)Cl.CO. The product is [NH2:31][C:27]1[N:26]=[CH:25][N:24]=[C:23]2[C:28]=1[N:29]=[CH:30][N:22]2[C@H:6]1[C@H:5]([OH:4])[CH2:9][C@@H:8]([CH2:10][NH:29][CH:28]([CH3:23])[CH3:27])[O:7]1. The yield is 0.480.